Dataset: Reaction yield outcomes from USPTO patents with 853,638 reactions. Task: Predict the reaction yield, written as a fraction of the theoretical maximum amount of product (1.0 means a 100% yield; for example, 0.34 means a 34% yield). (1) The reactants are P(Br)(Br)[Br:2].CN(C)[CH:7]=[O:8].[F:10][C:11]1[CH:20]=[C:19]2[C:14]([CH2:15][CH2:16][C:17](=O)[CH2:18]2)=[CH:13][CH:12]=1.C(=O)(O)[O-].[Na+]. The catalyst is C(Cl)(Cl)Cl. The product is [Br:2][C:17]1[CH2:16][CH2:15][C:14]2[C:19](=[CH:20][C:11]([F:10])=[CH:12][CH:13]=2)[C:18]=1[CH:7]=[O:8]. The yield is 0.780. (2) The reactants are [F:1][C:2]1[CH:3]=[C:4]2[C:8](=[CH:9][CH:10]=1)[NH:7][C:6](=[O:11])[CH2:5]2.[Li+].C[Si]([N-][Si](C)(C)C)(C)C.C1COCC1.O=[C:28]1[C:36]2[C:31](=[CH:32][C:33]([CH2:37][CH2:38][C:39]([OH:41])=[O:40])=[CH:34][CH:35]=2)[CH2:30][O:29]1.S(=O)(=O)(O)O. The catalyst is C1COCC1.O. The product is [F:1][C:2]1[CH:3]=[C:4]2[C:8](=[CH:9][CH:10]=1)[NH:7][C:6](=[O:11])[C:5]2=[C:28]1[C:36]2[C:31](=[CH:32][C:33]([CH2:37][CH2:38][C:39]([OH:41])=[O:40])=[CH:34][CH:35]=2)[CH2:30][O:29]1. The yield is 0.590. (3) The reactants are [Cl:1][C:2]1[C:7]([CH:8]=[O:9])=[CH:6][CH:5]=[CH:4][N:3]=1.[BH4-].[Na+].[Cl-].[NH4+]. The catalyst is CO. The product is [Cl:1][C:2]1[C:7]([CH2:8][OH:9])=[CH:6][CH:5]=[CH:4][N:3]=1. The yield is 0.400. (4) The reactants are C[O:2][C:3](=[O:36])[C:4]1[CH:9]=[CH:8][C:7]([N:10]([CH2:23][C:24]2[CH:29]=[CH:28][C:27]([CH:30]3[CH2:35][CH2:34][CH2:33][CH2:32][CH2:31]3)=[CH:26][CH:25]=2)[CH2:11][C:12]2[CH:17]=[CH:16][C:15]([O:18][C:19]([F:22])([F:21])[F:20])=[CH:14][CH:13]=2)=[CH:6][CH:5]=1.[OH-].[Na+].C(O)(=O)C. The catalyst is C(O)C. The product is [CH:30]1([C:27]2[CH:28]=[CH:29][C:24]([CH2:23][N:10]([CH2:11][C:12]3[CH:13]=[CH:14][C:15]([O:18][C:19]([F:22])([F:21])[F:20])=[CH:16][CH:17]=3)[C:7]3[CH:8]=[CH:9][C:4]([C:3]([OH:36])=[O:2])=[CH:5][CH:6]=3)=[CH:25][CH:26]=2)[CH2:31][CH2:32][CH2:33][CH2:34][CH2:35]1. The yield is 0.810. (5) The reactants are [CH3:1][O:2][C:3](=[O:14])[C:4]1[CH:9]=[CH:8][C:7]([NH2:10])=[C:6]([N+:11]([O-:13])=[O:12])[CH:5]=1.[I:15]I. The catalyst is C(O)C.[O-]S([O-])(=O)=O.[Ag+].[Ag+]. The product is [CH3:1][O:2][C:3](=[O:14])[C:4]1[CH:5]=[C:6]([N+:11]([O-:13])=[O:12])[C:7]([NH2:10])=[C:8]([I:15])[CH:9]=1. The yield is 0.660. (6) The reactants are Cl.O(C([NH:9][CH2:10][CH2:11][CH2:12][O:13][C:14]1[C:15]([C:24]([NH:26][C:27]2[CH:32]=[CH:31][C:30]([Cl:33])=[CH:29][CH:28]=2)=[O:25])=[CH:16][C:17]2[C:22]([CH:23]=1)=[CH:21][CH:20]=[CH:19][CH:18]=2)=O)C(C)(C)C. The catalyst is C1COCC1. The product is [ClH:33].[NH2:9][CH2:10][CH2:11][CH2:12][O:13][C:14]1[C:15]([C:24]([NH:26][C:27]2[CH:28]=[CH:29][C:30]([Cl:33])=[CH:31][CH:32]=2)=[O:25])=[CH:16][C:17]2[C:22]([CH:23]=1)=[CH:21][CH:20]=[CH:19][CH:18]=2. The yield is 0.550. (7) The reactants are [C:1]([O:5][C:6]([NH:8][C:9]1[CH:14]=[CH:13][N:12]([CH2:15][CH2:16][CH:17]([F:28])[CH2:18][N:19]2[CH:23]=[C:22]([C:24]([O:26]C)=[O:25])[N:21]=[N:20]2)[C:11](=[O:29])[N:10]=1)=[O:7])([CH3:4])([CH3:3])[CH3:2].[Li+].[OH-]. The catalyst is C1COCC1.CO. The product is [C:1]([O:5][C:6]([NH:8][C:9]1[CH:14]=[CH:13][N:12]([CH2:15][CH2:16][CH:17]([F:28])[CH2:18][N:19]2[CH:23]=[C:22]([C:24]([OH:26])=[O:25])[N:21]=[N:20]2)[C:11](=[O:29])[N:10]=1)=[O:7])([CH3:4])([CH3:2])[CH3:3]. The yield is 0.810. (8) The reactants are Br[C:2]1[CH:10]=[C:9]([N+:11]([O-])=O)[C:8]([O:14][CH3:15])=[C:7]2[C:3]=1[CH2:4][CH2:5][C:6]2=[CH:16][C:17]#[N:18].C(N(CC)CC)C. The catalyst is C(OCC)(=O)C.[C].[Pd]. The product is [NH2:11][C:9]1[C:8]([O:14][CH3:15])=[C:7]2[C:3]([CH2:4][CH2:5][C:6]2=[CH:16][C:17]#[N:18])=[CH:2][CH:10]=1. The yield is 1.00. (9) The reactants are [C:1](=O)([O-])[O-].[Na+].[Na+].[Br:7][C:8]1[CH:36]=[CH:35][C:11]([CH2:12][O:13][C:14]2[C:15]([CH2:21][CH2:22][NH:23][CH2:24][C:25]3[CH:34]=[CH:33][C:28]([C:29]([O:31][CH3:32])=[O:30])=[CH:27][CH:26]=3)=[N:16][C:17]([CH3:20])=[CH:18][CH:19]=2)=[CH:10][CH:9]=1.Br[CH2:38][CH2:39][CH2:40][CH2:41][C:42]([O:44][CH3:45])=[O:43]. The catalyst is C(#N)C. The product is [Br:7][C:8]1[CH:9]=[CH:10][C:11]([CH2:12][O:13][C:14]2[C:15]([CH2:21][CH2:22][N:23]([CH2:24][C:25]3[CH:26]=[CH:27][C:28]([C:29]([O:31][CH3:32])=[O:30])=[CH:33][CH:34]=3)[CH2:38][CH2:39][CH2:40][CH2:41][C:42]([O:44][CH2:45][CH3:1])=[O:43])=[N:16][C:17]([CH3:20])=[CH:18][CH:19]=2)=[CH:35][CH:36]=1. The yield is 0.770.